The task is: Predict the reaction yield, written as a fraction of the theoretical maximum amount of product (1.0 means a 100% yield; for example, 0.34 means a 34% yield).. This data is from Reaction yield outcomes from USPTO patents with 853,638 reactions. (1) The reactants are [NH2:1][CH2:2][C:3]1([OH:16])[CH2:8][CH2:7][N:6]([CH2:9][C:10]2[CH:15]=[CH:14][CH:13]=[CH:12][CH:11]=2)[CH2:5][CH2:4]1.C(N(CC)CC)C.[Cl:24][CH2:25][C:26](Cl)=[O:27]. The product is [CH2:9]([N:6]1[CH2:7][CH2:8][C:3]([CH2:2][NH:1][C:26](=[O:27])[CH2:25][Cl:24])([OH:16])[CH2:4][CH2:5]1)[C:10]1[CH:15]=[CH:14][CH:13]=[CH:12][CH:11]=1. The yield is 0.780. The catalyst is ClCCl.O. (2) The reactants are [Br:1][C:2]1[CH:7]=[CH:6][C:5]([S:8](Cl)(=[O:10])=[O:9])=[CH:4][CH:3]=1.[CH3:12][O:13][CH2:14][CH2:15][N:16]1[CH2:21][CH2:20][NH:19][CH2:18][CH2:17]1. No catalyst specified. The product is [Br:1][C:2]1[CH:7]=[CH:6][C:5]([S:8]([N:19]2[CH2:20][CH2:21][N:16]([CH2:15][CH2:14][O:13][CH3:12])[CH2:17][CH2:18]2)(=[O:10])=[O:9])=[CH:4][CH:3]=1. The yield is 0.970. (3) The reactants are [Cl:1][CH2:2][CH2:3][CH2:4]Br.[NH:6]1[CH2:11][CH2:10][O:9][CH2:8][CH2:7]1.C(=O)([O-])[O-].[Na+].[Na+]. The catalyst is O1CCCC1. The product is [Cl:1][CH2:2][CH2:3][CH2:4][N:6]1[CH2:11][CH2:10][O:9][CH2:8][CH2:7]1. The yield is 0.420. (4) The reactants are [F:1][C:2]1[C:10]2[O:9][N:8]=[C:7]([CH3:11])[C:6]=2[CH:5]=[C:4]([C:12]([O:14]C)=[O:13])[C:3]=1[NH:16][C:17]1[CH:22]=[CH:21][C:20]([I:23])=[CH:19][C:18]=1[F:24].[Li+].[OH-]. The catalyst is C1COCC1.O. The product is [F:1][C:2]1[C:10]2[O:9][N:8]=[C:7]([CH3:11])[C:6]=2[CH:5]=[C:4]([C:12]([OH:14])=[O:13])[C:3]=1[NH:16][C:17]1[CH:22]=[CH:21][C:20]([I:23])=[CH:19][C:18]=1[F:24]. The yield is 0.950. (5) The reactants are [NH2:1][C:2]1[CH:15]=[CH:14][C:5]([CH:6]=[C:7]2[S:11][C:10](=[O:12])[NH:9][C:8]2=[O:13])=[CH:4][C:3]=1[NH:16][CH2:17][CH3:18].[CH:19](O)=O. No catalyst specified. The product is [CH2:17]([N:16]1[C:3]2[CH:4]=[C:5]([CH:6]=[C:7]3[S:11][C:10](=[O:12])[NH:9][C:8]3=[O:13])[CH:14]=[CH:15][C:2]=2[N:1]=[CH:19]1)[CH3:18]. The yield is 0.630. (6) The product is [C:24]([C:23]1[CH:26]=[CH:27][C:20]([C:4]2([C:7]#[N:8])[CH2:5][CH2:6][S:1][CH2:2][CH2:3]2)=[CH:21][C:22]=1[CH3:28])#[N:25]. The yield is 0.670. The catalyst is C1COCC1. The reactants are [S:1]1[CH2:6][CH2:5][CH:4]([C:7]#[N:8])[CH2:3][CH2:2]1.C[Si]([N-][Si](C)(C)C)(C)C.[K+].F[C:20]1[CH:27]=[CH:26][C:23]([C:24]#[N:25])=[C:22]([CH3:28])[CH:21]=1. (7) The product is [Cl:1][C:2]1[C:7]([N+:8]([O-:10])=[O:9])=[CH:6][CH:5]=[C:4]([Cl:11])[C:3]=1[C:12]1[C:13]([NH2:14])=[N:15][C:16]2[C:17]([CH:22]=1)=[CH:18][N:19]=[CH:20][CH:21]=2. The yield is 0.234. The catalyst is CCO.CCOC(C)=O. The reactants are [Cl:1][C:2]1[C:7]([N+:8]([O-:10])=[O:9])=[CH:6][CH:5]=[C:4]([Cl:11])[C:3]=1[CH2:12][C:13]#[N:14].[NH2:15][C:16]1[CH:21]=[CH:20][N:19]=[CH:18][C:17]=1[CH:22]=O.[OH-].[Na+].